This data is from Peptide-MHC class II binding affinity with 134,281 pairs from IEDB. The task is: Regression. Given a peptide amino acid sequence and an MHC pseudo amino acid sequence, predict their binding affinity value. This is MHC class II binding data. (1) The peptide sequence is GVTLVRKNRWLLLNV. The MHC is DRB1_0901 with pseudo-sequence DRB1_0901. The binding affinity (normalized) is 0.454. (2) The peptide sequence is TESHVKISRTIYRGVSP. The MHC is DRB1_0301 with pseudo-sequence DRB1_0301. The binding affinity (normalized) is 0.655. (3) The peptide sequence is DGVWEIKSDKPLKGP. The MHC is DRB1_1602 with pseudo-sequence DRB1_1602. The binding affinity (normalized) is 0.465. (4) The peptide sequence is LFLHLVGFPTHRHIQ. The MHC is DRB1_0401 with pseudo-sequence DRB1_0401. The binding affinity (normalized) is 0.958. (5) The peptide sequence is DDIRKLFDLHGRRDL. The MHC is DRB1_0101 with pseudo-sequence DRB1_0101. The binding affinity (normalized) is 0.481. (6) The peptide sequence is GELQIVDKIDAAFKR. The MHC is DRB3_0202 with pseudo-sequence DRB3_0202. The binding affinity (normalized) is 0.163.